Dataset: Full USPTO retrosynthesis dataset with 1.9M reactions from patents (1976-2016). Task: Predict the reactants needed to synthesize the given product. (1) Given the product [Br:1][C:2]1[CH:3]=[C:4]2[C:8](=[CH:9][CH:10]=1)[NH:7][CH:6]=[C:5]2[C:15]#[N:16], predict the reactants needed to synthesize it. The reactants are: [Br:1][C:2]1[CH:3]=[C:4]2[C:8](=[CH:9][CH:10]=1)[NH:7][CH:6]=[CH:5]2.BrC1C=CC=C2C=1C(C#N)=[CH:15][NH:16]2. (2) Given the product [NH2:1][C:2]1[CH:3]=[CH:4][C:5]2[S:9][C:8]([CH:10]=[O:14])=[N:7][C:6]=2[CH:11]=1, predict the reactants needed to synthesize it. The reactants are: [NH2:1][C:2]1[CH:3]=[CH:4][C:5]2[S:9][C:8]([CH3:10])=[N:7][C:6]=2[CH:11]=1.CC(C)=[O:14]. (3) The reactants are: [C:1]([C:3]1[CH:23]=[C:22]([N+:24]([O-])=O)[CH:21]=[CH:20][C:4]=1[O:5][C:6]1[CH:7]=[CH:8][C:9]([F:19])=[C:10]([NH:12][C:13](=[O:18])[C:14]([F:17])([F:16])[F:15])[CH:11]=1)#[N:2]. Given the product [NH2:24][C:22]1[CH:21]=[CH:20][C:4]([O:5][C:6]2[CH:7]=[CH:8][C:9]([F:19])=[C:10]([NH:12][C:13](=[O:18])[C:14]([F:15])([F:16])[F:17])[CH:11]=2)=[C:3]([C:1]#[N:2])[CH:23]=1, predict the reactants needed to synthesize it. (4) Given the product [CH3:12][O:11][C:3]1[CH:4]=[C:5]([N+:8]([O-:10])=[O:9])[CH:6]=[CH:7][C:2]=1[C:14]#[C:13][Si:15]([CH3:18])([CH3:17])[CH3:16], predict the reactants needed to synthesize it. The reactants are: Br[C:2]1[CH:7]=[CH:6][C:5]([N+:8]([O-:10])=[O:9])=[CH:4][C:3]=1[O:11][CH3:12].[C:13]([Si:15]([CH3:18])([CH3:17])[CH3:16])#[CH:14].C(N(CC)CC)C.C([O-])(O)=O.[Na+]. (5) Given the product [Cl:10][C:11]1[CH:16]=[CH:15][N:14]=[C:13]2[N:17]([S:21]([C:24]3[CH:29]=[CH:28][C:27]([CH3:30])=[CH:26][CH:25]=3)(=[O:23])=[O:22])[CH:18]=[C:19]([C:33]([F:36])([F:35])[F:34])[C:12]=12, predict the reactants needed to synthesize it. The reactants are: [F-].[K+].CN1C(=O)CCC1.[Cl:10][C:11]1[CH:16]=[CH:15][N:14]=[C:13]2[N:17]([S:21]([C:24]3[CH:29]=[CH:28][C:27]([CH3:30])=[CH:26][CH:25]=3)(=[O:23])=[O:22])[CH:18]=[C:19](I)[C:12]=12.C[Si](C)(C)[C:33]([F:36])([F:35])[F:34]. (6) The reactants are: [Br:1][C:2]1[CH:10]=[C:9]([C:11]([OH:13])=[O:12])[CH:8]=[CH:7][C:3]=1[C:4]([OH:6])=[O:5].S(=O)(=O)(O)O.[N+:19]([O-])([OH:21])=[O:20]. Given the product [Br:1][C:2]1[CH:10]=[C:9]([C:11]([OH:13])=[O:12])[C:8]([N+:19]([O-:21])=[O:20])=[CH:7][C:3]=1[C:4]([OH:6])=[O:5], predict the reactants needed to synthesize it. (7) Given the product [C:1]([O:5][C:6]([N:8]1[CH2:9][CH2:10][N:11]([C:14]2[CH:19]=[CH:18][CH:17]=[CH:16][C:15]=2[O:20][CH2:28][CH:23]2[CH2:24][CH2:25][CH2:26][CH2:27][N:22]2[CH3:21])[CH2:12][CH2:13]1)=[O:7])([CH3:4])([CH3:2])[CH3:3], predict the reactants needed to synthesize it. The reactants are: [C:1]([O:5][C:6]([N:8]1[CH2:13][CH2:12][N:11]([C:14]2[CH:19]=[CH:18][CH:17]=[CH:16][C:15]=2[OH:20])[CH2:10][CH2:9]1)=[O:7])([CH3:4])([CH3:3])[CH3:2].[CH3:21][N:22]1[CH2:27][CH2:26][CH2:25][CH2:24][CH:23]1[CH2:28]O. (8) The reactants are: [H-].[H-].COCCO[Al+]OCCOC.[Na+].N1CCOCC1.[CH3:21][O:22][CH2:23][O:24][CH2:25][C:26]1[N:31]2[CH:32]=[CH:33][N:34]=[C:30]2[C:29]([C:35](OC)=[O:36])=[CH:28][CH:27]=1. Given the product [CH3:21][O:22][CH2:23][O:24][CH2:25][C:26]1[N:31]2[CH:32]=[CH:33][N:34]=[C:30]2[C:29]([CH:35]=[O:36])=[CH:28][CH:27]=1, predict the reactants needed to synthesize it. (9) Given the product [F:13][C:14]([F:22])([F:21])[CH:15]([O:20][C:2]([N:51]1[CH2:50][CH2:49][N:48]([CH2:47][C:38]2[CH:39]=[CH:40][C:41]([C:43]([F:44])([F:45])[F:46])=[CH:42][C:37]=2[C:33](=[O:32])[C:34]([OH:36])=[O:35])[CH2:53][CH2:52]1)=[O:4])[C:16]([F:19])([F:18])[F:17], predict the reactants needed to synthesize it. The reactants are: Cl[C:2](Cl)([O:4]C(=O)OC(Cl)(Cl)Cl)Cl.[F:13][C:14]([F:22])([F:21])[CH:15]([OH:20])[C:16]([F:19])([F:18])[F:17].C(N(CC)C(C)C)(C)C.[O:32]=[C:33]([C:37]1[CH:42]=[C:41]([C:43]([F:46])([F:45])[F:44])[CH:40]=[CH:39][C:38]=1[CH2:47][N:48]1[CH2:53][CH2:52][NH:51][CH2:50][CH2:49]1)[C:34]([OH:36])=[O:35].